From a dataset of Full USPTO retrosynthesis dataset with 1.9M reactions from patents (1976-2016). Predict the reactants needed to synthesize the given product. (1) Given the product [CH2:7]1[C:3]2([CH2:4][CH2:5][CH2:6]2)[CH2:1][CH2:11][O:10][C:8]1=[O:9], predict the reactants needed to synthesize it. The reactants are: [CH:1]([C:3]1([CH2:7][C:8]([O:10][CH3:11])=[O:9])[CH2:6][CH2:5][CH2:4]1)=C.C12BC(CCC1)CCC2.O1CCCC1.[OH-].[Na+].OO.Cl. (2) Given the product [CH2:33]([NH:40][C:27]1[C:26]2[CH:25]=[CH:24][N:23]([C@@H:11]3[O:12][C@H:13]([CH2:14][OH:15])[C@@H:9]([O:8][Si:1]([C:4]([CH3:7])([CH3:6])[CH3:5])([CH3:2])[CH3:3])[CH2:10]3)[C:31]=2[CH:30]=[CH:29][N:28]=1)[C:34]1[CH:39]=[CH:38][CH:37]=[CH:36][CH:35]=1, predict the reactants needed to synthesize it. The reactants are: [Si:1]([O:8][C@@H:9]1[C@@H:13]([CH2:14][O:15][Si](C(C)(C)C)(C)C)[O:12][C@@H:11]([N:23]2[C:31]3[CH:30]=[CH:29][N:28]=[C:27](Cl)[C:26]=3[CH:25]=[CH:24]2)[CH2:10]1)([C:4]([CH3:7])([CH3:6])[CH3:5])([CH3:3])[CH3:2].[CH2:33]([NH2:40])[C:34]1[CH:39]=[CH:38][CH:37]=[CH:36][CH:35]=1.CC(C)([O-])C.[Na+]. (3) Given the product [CH:13]1[C:12]2[C:11](=[CH:14][CH:19]=[CH:18][CH:17]=2)[CH:10]=[CH:9][C:8]=1[C:6]([NH:5][CH2:4][C:3]([OH:2])=[O:20])=[O:7], predict the reactants needed to synthesize it. The reactants are: C[O:2][C:3](=[O:20])[CH2:4][NH:5][C:6]([C:8]1[CH:13]=[CH:12][C:11]([C:14]2[CH:19]=[CH:18][CH:17]=CC=2)=[CH:10][CH:9]=1)=[O:7].[OH-].[Na+].Cl.CO. (4) Given the product [NH3:19].[C:2](=[O:3])([O:4][CH2:5][CH3:6])[O:17][C:9]1[CH:10]=[C:11]([C:12]([NH:44][CH2:43][CH:40]2[CH2:39][CH2:38][N:37]([CH2:36][C:34]3[O:33][N:32]=[C:31]([C:25]4[CH:30]=[CH:29][CH:28]=[CH:27][CH:26]=4)[CH:35]=3)[CH2:42][CH2:41]2)=[O:14])[CH:15]=[CH:16][C:8]=1[Cl:7], predict the reactants needed to synthesize it. The reactants are: Cl[C:2]([O:4][CH2:5][CH3:6])=[O:3].[Cl:7][C:8]1[CH:16]=[CH:15][C:11]([C:12]([OH:14])=O)=[CH:10][C:9]=1[OH:17].C[N:19]1CCOCC1.[C:25]1([C:31]2[CH:35]=[C:34]([CH2:36][N:37]3[CH2:42][CH2:41][CH:40]([CH2:43][NH2:44])[CH2:39][CH2:38]3)[O:33][N:32]=2)[CH:30]=[CH:29][CH:28]=[CH:27][CH:26]=1. (5) Given the product [Br:8][C:6]1[N:7]=[C:2]([C:22]#[C:21][Si:18]([CH3:20])([CH3:19])[CH3:17])[C:3]([NH2:9])=[N:4][CH:5]=1, predict the reactants needed to synthesize it. The reactants are: Br[C:2]1[C:3]([NH2:9])=[N:4][CH:5]=[C:6]([Br:8])[N:7]=1.C(N(CC)CC)C.[CH3:17][Si:18]([C:21]#[CH:22])([CH3:20])[CH3:19].C(OCC)(=O)C. (6) Given the product [Br:1][C:2]1[C:3]([NH:10][C:11]([CH3:22])([CH3:21])[CH2:12][NH:13][C:14](=[O:20])[O:15][C:16]([CH3:18])([CH3:17])[CH3:19])=[N:4][C:5]([Cl:8])=[N:6][CH:7]=1, predict the reactants needed to synthesize it. The reactants are: [Br:1][C:2]1[C:3](Cl)=[N:4][C:5]([Cl:8])=[N:6][CH:7]=1.[NH2:10][C:11]([CH3:22])([CH3:21])[CH2:12][NH:13][C:14](=[O:20])[O:15][C:16]([CH3:19])([CH3:18])[CH3:17].BrC1C(NC(C(C)C)CNC(=O)OC(C)(C)C)=NC(Cl)=NC=1. (7) Given the product [Cl:1][C:2]1[CH:8]=[C:7]([C:9]([F:12])([F:11])[F:10])[CH:6]=[C:5]([F:13])[C:3]=1[N:4]=[C:23]=[S:24], predict the reactants needed to synthesize it. The reactants are: [Cl:1][C:2]1[CH:8]=[C:7]([C:9]([F:12])([F:11])[F:10])[CH:6]=[C:5]([F:13])[C:3]=1[NH2:4].CCN(C(C)C)C(C)C.[C:23](Cl)(Cl)=[S:24].